This data is from Reaction yield outcomes from USPTO patents with 853,638 reactions. The task is: Predict the reaction yield, written as a fraction of the theoretical maximum amount of product (1.0 means a 100% yield; for example, 0.34 means a 34% yield). (1) The reactants are CS(C)=O.C1(N=C=NC2CCCCC2)CCCCC1.[CH3:20][O:21][C:22]1[CH:23]=[C:24]([N:31]2[CH2:36][CH2:35][CH:34]([OH:37])[CH2:33][CH2:32]2)[CH:25]=[CH:26][C:27]=1[N+:28]([O-:30])=[O:29].FC(F)(F)C(O)=O. The catalyst is C(OCC)(=O)C.N1C=CC=CC=1.C1C=CC=CC=1. The product is [CH3:20][O:21][C:22]1[CH:23]=[C:24]([N:31]2[CH2:36][CH2:35][C:34](=[O:37])[CH2:33][CH2:32]2)[CH:25]=[CH:26][C:27]=1[N+:28]([O-:30])=[O:29]. The yield is 0.970. (2) The reactants are C(=O)([O-])[O-].[Cs+].[Cs+].[NH2:7][C:8]1[CH:9]=[CH:10][C:11]2[N:15]=[C:14]([S:16][CH2:17][CH2:18][CH2:19][NH:20][C:21](=[O:27])[O:22][C:23]([CH3:26])([CH3:25])[CH3:24])[N:13]([CH2:28][CH:29]=[C:30]([CH3:32])[CH3:31])[C:12]=2[CH:33]=1.[C:34](Br)(=[O:41])[C:35]1[CH:40]=[CH:39][CH:38]=[CH:37][CH:36]=1. The catalyst is CN(C)C=O. The product is [C:34]([NH:7][C:8]1[CH:9]=[CH:10][C:11]2[N:15]=[C:14]([S:16][CH2:17][CH2:18][CH2:19][NH:20][C:21](=[O:27])[O:22][C:23]([CH3:24])([CH3:25])[CH3:26])[N:13]([CH2:28][CH:29]=[C:30]([CH3:32])[CH3:31])[C:12]=2[CH:33]=1)(=[O:41])[C:35]1[CH:40]=[CH:39][CH:38]=[CH:37][CH:36]=1. The yield is 0.440. (3) The reactants are Br.[Cl:2][C:3]1[CH:8]=[C:7]([Cl:9])[CH:6]=[CH:5][C:4]=1[C:10]1([OH:37])[C:18]2[C:13](=[CH:14][C:15]([C:23](O)=[O:24])=[CH:16][C:17]=2[C:19]([F:22])([F:21])[F:20])[N:12]([CH2:26][C@H:27]2[CH2:30][C@H:29]([N:31]([CH2:34][CH3:35])[CH2:32][CH3:33])[CH2:28]2)[C:11]1=[O:36].[CH3:38][NH2:39]. No catalyst specified. The product is [ClH:2].[CH3:38][NH:39][C:23]([C:15]1[CH:14]=[C:13]2[C:18]([C:10]([C:4]3[CH:5]=[CH:6][C:7]([Cl:9])=[CH:8][C:3]=3[Cl:2])([OH:37])[C:11](=[O:36])[N:12]2[CH2:26][C@H:27]2[CH2:30][C@H:29]([N:31]([CH2:34][CH3:35])[CH2:32][CH3:33])[CH2:28]2)=[C:17]([C:19]([F:20])([F:22])[F:21])[CH:16]=1)=[O:24]. The yield is 0.400.